From a dataset of Reaction yield outcomes from USPTO patents with 853,638 reactions. Predict the reaction yield, written as a fraction of the theoretical maximum amount of product (1.0 means a 100% yield; for example, 0.34 means a 34% yield). (1) The product is [NH2:2][CH2:1][C:3]1[CH:4]=[C:5]([C:9]2[CH:10]=[C:11]3[C:16]([NH:17][C@H:18]([CH3:19])[C:20]([F:23])([CH3:22])[CH3:21])=[C:15]([C:24]([NH2:26])=[O:25])[CH:14]=[N:13][N:12]3[CH:27]=2)[CH:6]=[CH:7][CH:8]=1. The catalyst is C(O)C.[Ni]. The reactants are [C:1]([C:3]1[CH:4]=[C:5]([C:9]2[CH:10]=[C:11]3[C:16]([NH:17][C@@H:18]([C:20]([F:23])([CH3:22])[CH3:21])[CH3:19])=[C:15]([C:24]([NH2:26])=[O:25])[CH:14]=[N:13][N:12]3[CH:27]=2)[CH:6]=[CH:7][CH:8]=1)#[N:2]. The yield is 0.970. (2) The reactants are [C:1]([C:3]1[CH:4]=[C:5]([CH:10]=[CH:11][C:12]=1[OH:13])[C:6]([O:8][CH3:9])=[O:7])#[N:2].C([O-])([O-])=O.[K+].[K+].C(C(N)CBr)(O[C:23](C)([CH3:25])[CH3:24])=O. The catalyst is CN(C=O)C.O. The product is [C:1]([C:3]1[CH:4]=[C:5]([CH:10]=[CH:11][C:12]=1[O:13][CH:23]([CH3:25])[CH3:24])[C:6]([O:8][CH3:9])=[O:7])#[N:2]. The yield is 0.550. (3) The reactants are [C:1]([C:4]1[CH:5]=[C:6]([CH:17]=[CH:18][CH:19]=1)[CH2:7][CH:8]([C:14](=O)[CH3:15])[C:9]([O:11]CC)=O)(=[O:3])[CH3:2].Cl.[C:21](=[NH:26])([NH2:25])[CH2:22][CH2:23][CH3:24].C[O-].[Na+].CO. The catalyst is CO. The product is [C:1]([C:4]1[CH:5]=[C:6]([CH:17]=[CH:18][CH:19]=1)[CH2:7][C:8]1[C:9](=[O:11])[NH:26][C:21]([CH2:22][CH2:23][CH3:24])=[N:25][C:14]=1[CH3:15])(=[O:3])[CH3:2]. The yield is 0.780. (4) The reactants are C([Si](C)(C)[O:6][C:7]1[CH:8]=[C:9]([NH:13][C:14](=[O:32])[C:15]2[CH:20]=[CH:19][CH:18]=[C:17]([O:21][C:22]3[CH:27]=[CH:26][C:25]([Cl:28])=[CH:24][C:23]=3[N+:29]([O-:31])=[O:30])[CH:16]=2)[CH:10]=[CH:11][CH:12]=1)(C)(C)C.[F-].C([N+](CCCC)(CCCC)CCCC)CCC.O. The catalyst is C1COCC1. The product is [Cl:28][C:25]1[CH:26]=[CH:27][C:22]([O:21][C:17]2[CH:16]=[C:15]([CH:20]=[CH:19][CH:18]=2)[C:14]([NH:13][C:9]2[CH:10]=[CH:11][CH:12]=[C:7]([OH:6])[CH:8]=2)=[O:32])=[C:23]([N+:29]([O-:31])=[O:30])[CH:24]=1. The yield is 0.860. (5) The reactants are [NH:1]1[C:9]2[C:4](=[CH:5][CH:6]=[CH:7][CH:8]=2)[CH:3]=[N:2]1.[H-].[Na+].Cl[C:13]1[N:14]=[C:15]([N:32]2[CH2:37][CH2:36][O:35][CH2:34][CH2:33]2)[C:16]2[S:21][C:20]([CH2:22][N:23]3[CH2:28][CH2:27][CH:26]([N:29]([CH3:31])[CH3:30])[CH2:25][CH2:24]3)=[CH:19][C:17]=2[N:18]=1. The catalyst is CN(C=O)C.O. The product is [N:1]1([C:13]2[N:14]=[C:15]([N:32]3[CH2:33][CH2:34][O:35][CH2:36][CH2:37]3)[C:16]3[S:21][C:20]([CH2:22][N:23]4[CH2:24][CH2:25][CH:26]([N:29]([CH3:31])[CH3:30])[CH2:27][CH2:28]4)=[CH:19][C:17]=3[N:18]=2)[C:9]2[C:4](=[CH:5][CH:6]=[CH:7][CH:8]=2)[CH:3]=[N:2]1. The yield is 0.490. (6) The reactants are [CH:1]([C:3]1[CH:4]=[N:5][N:6]([CH3:19])[C:7]=1[C:8]1[CH:9]=[C:10]([C:15]([O:17][CH3:18])=[O:16])[S:11][C:12]=1[CH2:13][CH3:14])=[CH2:2]. The catalyst is CO.[Pd]. The product is [CH2:13]([C:12]1[S:11][C:10]([C:15]([O:17][CH3:18])=[O:16])=[CH:9][C:8]=1[C:7]1[N:6]([CH3:19])[N:5]=[CH:4][C:3]=1[CH2:1][CH3:2])[CH3:14]. The yield is 0.950.